From a dataset of Full USPTO retrosynthesis dataset with 1.9M reactions from patents (1976-2016). Predict the reactants needed to synthesize the given product. (1) The reactants are: [C:1]([O:5][C:6](=[O:17])[N:7]([CH2:14][CH2:15][OH:16])[C:8]1[CH:13]=[CH:12][CH:11]=[CH:10][CH:9]=1)([CH3:4])([CH3:3])[CH3:2].C1C=C[NH+]=CC=1.C1C=C[NH+]=CC=1.[O-][Cr](O[Cr]([O-])(=O)=O)(=O)=O. Given the product [C:1]([O:5][C:6](=[O:17])[N:7]([CH2:14][CH:15]=[O:16])[C:8]1[CH:13]=[CH:12][CH:11]=[CH:10][CH:9]=1)([CH3:4])([CH3:2])[CH3:3], predict the reactants needed to synthesize it. (2) Given the product [C:6]([NH:8][C@@H:9]([C:13]12[CH2:20][CH:19]3[CH2:18][CH:17]([CH2:16][C:15]([OH:23])([CH2:21]3)[CH2:14]1)[CH2:22]2)[C:10]([N:30]1[C@H:31]([C:35]([NH2:37])=[O:36])[CH2:32][C@H:33]2[C@@H:29]1[CH2:34]2)=[O:38])([C:55]1[CH:56]=[CH:57][CH:20]=[CH:19][CH:18]=1)([C:13]1[CH:22]=[CH:17][CH:16]=[CH:15][CH:14]=1)[C:43]1[CH:48]=[CH:47][CH:46]=[CH:45][CH:44]=1, predict the reactants needed to synthesize it. The reactants are: C(O[C:6]([NH:8][CH:9]([C:13]12[CH2:22][CH:17]3[CH2:18][CH:19]([CH2:21][C:15]([OH:23])([CH2:16]3)[CH2:14]1)[CH2:20]2)[C:10](O)=O)=O)(C)(C)C.CS(O)(=O)=O.[C@H:29]12[CH2:34][C@H:33]1[CH2:32][C@@H:31]([C:35]([NH2:37])=[O:36])[NH:30]2.[OH2:38].ON1[C:44]2[CH:45]=[CH:46][CH:47]=[CH:48][C:43]=2N=N1.Cl.C(N=C=N[CH2:55][CH2:56][CH2:57]N(C)C)C. (3) Given the product [F:33][C:21]1[CH:20]=[C:19]([C:17]2[O:18][C:14]3[C:13]([CH:34]=[CH2:35])=[CH:12][C:11]([OH:39])=[CH:10][C:15]=3[N:16]=2)[CH:24]=[CH:23][C:22]=1[OH:25], predict the reactants needed to synthesize it. The reactants are: F.[Si](O[C:10]1[C:15]2[N:16]=[C:17]([C:19]3[CH:24]=[CH:23][C:22]([O:25][Si](C(C)(C)C)(C)C)=[C:21]([F:33])[CH:20]=3)[O:18][C:14]=2[C:13]([CH:34]=[CH2:35])=[CH:12][CH:11]=1)(C(C)(C)C)(C)C.C1C[O:39]CC1.C(#N)C. (4) Given the product [CH3:1][S:2][C:3]1[N:8]=[C:7]([NH:9][C:10]2([C:13]3[CH:14]=[CH:15][CH:16]=[CH:17][CH:18]=3)[CH2:11][CH2:12]2)[C:6]([C:19]([OH:21])=[O:20])=[CH:5][N:4]=1, predict the reactants needed to synthesize it. The reactants are: [CH3:1][S:2][C:3]1[N:8]=[C:7]([NH:9][C:10]2([C:13]3[CH:18]=[CH:17][CH:16]=[CH:15][CH:14]=3)[CH2:12][CH2:11]2)[C:6]([C:19]([O:21]CC)=[O:20])=[CH:5][N:4]=1. (5) Given the product [Cl:1][C:2]1[CH:3]=[C:4]([C@H:8]([N:19]([C:21]2[CH:29]=[CH:28][C:24]([C:25]([NH:33][CH2:30][CH2:31][CH3:32])=[O:26])=[CH:23][CH:22]=2)[CH3:20])[CH2:9][N:10]2[CH2:14][CH2:13][C@H:12]([O:15][CH2:16][O:17][CH3:18])[CH2:11]2)[CH:5]=[CH:6][CH:7]=1, predict the reactants needed to synthesize it. The reactants are: [Cl:1][C:2]1[CH:3]=[C:4]([C@H:8]([N:19]([C:21]2[CH:29]=[CH:28][C:24]([C:25](O)=[O:26])=[CH:23][CH:22]=2)[CH3:20])[CH2:9][N:10]2[CH2:14][CH2:13][C@H:12]([O:15][CH2:16][O:17][CH3:18])[CH2:11]2)[CH:5]=[CH:6][CH:7]=1.[CH2:30]([NH2:33])[CH2:31][CH3:32].